From a dataset of Reaction yield outcomes from USPTO patents with 853,638 reactions. Predict the reaction yield, written as a fraction of the theoretical maximum amount of product (1.0 means a 100% yield; for example, 0.34 means a 34% yield). (1) The reactants are [Cl:1][C:2]1[CH:7]=[CH:6][C:5]([C:8]2(NC)[CH2:13][CH2:12][O:11][CH2:10][CH2:9]2)=[CH:4][CH:3]=1.[Cl:16][C:17]1[CH:25]=[CH:24][C:23]([CH3:26])=[CH:22][C:18]=1[C:19](O)=[O:20].C1C[N:30]([P+](ON2N=NC3C=CC=CC2=3)(N2CCCC2)N2CCCC2)[CH2:29]C1.F[P-](F)(F)(F)(F)F.CCN(C(C)C)C(C)C. The catalyst is C(Cl)Cl. The product is [Cl:16][C:17]1[CH:25]=[CH:24][C:23]([CH3:26])=[CH:22][C:18]=1[C:19]([NH:30][CH2:29][C:8]1([C:5]2[CH:4]=[CH:3][C:2]([Cl:1])=[CH:7][CH:6]=2)[CH2:9][CH2:10][O:11][CH2:12][CH2:13]1)=[O:20]. The yield is 0.310. (2) The reactants are [F:1][C:2]1[C:12]2[N:11]3[C:13]([CH3:16])=[N:14][N:15]=[C:10]3[CH2:9][CH2:8][NH:7][C:6]=2[CH:5]=[CH:4][CH:3]=1.[Cl:17][C:18]1[CH:23]=[CH:22][C:21](I)=[CH:20][CH:19]=1.CC(OC1C=CC=C(OC(C)C)C=1C1C(P(C2CCCCC2)C2CCCCC2)=CC=CC=1)C.CC([O-])(C)C.[Na+]. The product is [Cl:17][C:18]1[CH:23]=[CH:22][C:21]([N:7]2[CH2:8][CH2:9][C:10]3=[N:15][N:14]=[C:13]([CH3:16])[N:11]3[C:12]3[C:2]([F:1])=[CH:3][CH:4]=[CH:5][C:6]2=3)=[CH:20][CH:19]=1. The yield is 0.360. No catalyst specified.